From a dataset of Forward reaction prediction with 1.9M reactions from USPTO patents (1976-2016). Predict the product of the given reaction. (1) The product is: [CH3:21][O:20][CH:19]([O:22][CH3:23])[CH2:18][CH2:17][N:6]1[CH:7]=[C:2]([F:1])[C:3](=[O:9])[NH:4][C:5]1=[O:8]. Given the reactants [F:1][C:2]1[C:3](=[O:9])[NH:4][C:5](=[O:8])[NH:6][CH:7]=1.C(=O)([O-])[O-].[K+].[K+].Br[CH2:17][CH2:18][CH:19]([O:22][CH3:23])[O:20][CH3:21], predict the reaction product. (2) Given the reactants C([S:8][C:9]1[CH:10]=[C:11]2[C:16](=[CH:17][CH:18]=1)[N:15]([C:19]1[CH:24]=[CH:23][C:22]([Br:25])=[CH:21][C:20]=1[O:26][CH3:27])[C:14](=[O:28])[CH:13]=[CH:12]2)C1C=CC=CC=1.ClN1C(C)(C)C(=[O:37])N(Cl)C1=O.[F:40][C:41]1[C:46]([F:47])=[C:45]([F:48])[C:44]([F:49])=[C:43]([F:50])[C:42]=1[OH:51].C(N(CC)CC)C.[OH2:59], predict the reaction product. The product is: [Br:25][C:22]1[CH:23]=[CH:24][C:19]([N:15]2[C:16]3[C:11](=[CH:10][C:9]([S:8]([O:51][C:42]4[C:41]([F:40])=[C:46]([F:47])[C:45]([F:48])=[C:44]([F:49])[C:43]=4[F:50])(=[O:37])=[O:59])=[CH:18][CH:17]=3)[CH:12]=[CH:13][C:14]2=[O:28])=[C:20]([O:26][CH3:27])[CH:21]=1. (3) Given the reactants C([BH-](C(CC)C)C(CC)C)(CC)C.[Li+].O1CCCC1.[N:20]([C@H:23]1[CH2:37][O:36][C@H:26]([CH2:27][O:28][Si:29]([C:32]([CH3:35])([CH3:34])[CH3:33])([CH3:31])[CH3:30])[C:25](=[O:38])[CH2:24]1)=[N+:21]=[N-:22].Cl, predict the reaction product. The product is: [N:20]([C@@H:23]1[CH2:24][C@@H:25]([OH:38])[C@@H:26]([CH2:27][O:28][Si:29]([C:32]([CH3:35])([CH3:34])[CH3:33])([CH3:30])[CH3:31])[O:36][CH2:37]1)=[N+:21]=[N-:22]. (4) The product is: [NH:28]1[C:29]2[C:25](=[CH:24][C:23]([NH:22][C:2]3[C:11]4[C:6](=[CH:7][C:8]([O:20][CH3:21])=[CH:9][C:10]=4[O:12][CH:13]4[CH2:18][CH2:17][N:16]([CH3:19])[CH2:15][CH2:14]4)[N:5]=[CH:4][N:3]=3)=[CH:31][CH:30]=2)[CH:26]=[N:27]1. Given the reactants Cl[C:2]1[C:11]2[C:6](=[CH:7][C:8]([O:20][CH3:21])=[CH:9][C:10]=2[O:12][CH:13]2[CH2:18][CH2:17][N:16]([CH3:19])[CH2:15][CH2:14]2)[N:5]=[CH:4][N:3]=1.[NH2:22][C:23]1[CH:24]=[C:25]2[C:29](=[CH:30][CH:31]=1)[NH:28][N:27]=[CH:26]2, predict the reaction product.